From a dataset of Peptide-MHC class I binding affinity with 185,985 pairs from IEDB/IMGT. Regression. Given a peptide amino acid sequence and an MHC pseudo amino acid sequence, predict their binding affinity value. This is MHC class I binding data. (1) The peptide sequence is QVIFKCVPK. The MHC is HLA-B40:01 with pseudo-sequence HLA-B40:01. The binding affinity (normalized) is 0.0847. (2) The peptide sequence is ALRSRWRAL. The MHC is HLA-A11:01 with pseudo-sequence HLA-A11:01. The binding affinity (normalized) is 0.0847. (3) The peptide sequence is LANPTADDF. The MHC is HLA-A02:03 with pseudo-sequence HLA-A02:03. The binding affinity (normalized) is 0.0847. (4) The peptide sequence is PELGAFFAI. The MHC is HLA-B57:01 with pseudo-sequence HLA-B57:01. The binding affinity (normalized) is 0.0847. (5) The peptide sequence is AYQQGVKTL. The MHC is HLA-A24:03 with pseudo-sequence HLA-A24:03. The binding affinity (normalized) is 0.883. (6) The peptide sequence is FPGTGSEFV. The MHC is HLA-A26:01 with pseudo-sequence HLA-A26:01. The binding affinity (normalized) is 0.0847. (7) The peptide sequence is CPPTCPGYR. The MHC is HLA-A31:01 with pseudo-sequence HLA-A31:01. The binding affinity (normalized) is 0.401. (8) The binding affinity (normalized) is 0. The MHC is HLA-A32:01 with pseudo-sequence HLA-A32:01. The peptide sequence is SWDNTSVDLY.